The task is: Regression. Given two drug SMILES strings and cell line genomic features, predict the synergy score measuring deviation from expected non-interaction effect.. This data is from NCI-60 drug combinations with 297,098 pairs across 59 cell lines. Drug 1: CC1=CC=C(C=C1)C2=CC(=NN2C3=CC=C(C=C3)S(=O)(=O)N)C(F)(F)F. Drug 2: C1=CC=C(C(=C1)C(C2=CC=C(C=C2)Cl)C(Cl)Cl)Cl. Cell line: CAKI-1. Synergy scores: CSS=-2.02, Synergy_ZIP=0.715, Synergy_Bliss=0.384, Synergy_Loewe=-2.81, Synergy_HSA=-2.59.